This data is from Retrosynthesis with 50K atom-mapped reactions and 10 reaction types from USPTO. The task is: Predict the reactants needed to synthesize the given product. Given the product CSCc1cccc2c(C(CCCO)c3ccc(Cl)cc3)c[nH]c12, predict the reactants needed to synthesize it. The reactants are: CCOC(=O)CCC(c1ccc(Cl)cc1)c1c[nH]c2c(CSC)cccc12.